From a dataset of Forward reaction prediction with 1.9M reactions from USPTO patents (1976-2016). Predict the product of the given reaction. (1) Given the reactants Br[CH2:2][C:3]1[N:8]=[CH:7][N:6]2[N:9]=[CH:10][N:11]=[C:5]2[C:4]=1[CH2:12][CH2:13][CH3:14].[NH:15]1[CH:19]=[CH:18][N:17]=[C:16]1[C:20]1[N:25]=[C:24]([C:26]#[N:27])[CH:23]=[CH:22][CH:21]=1.C([O-])([O-])=O.[K+].[K+], predict the reaction product. The product is: [CH2:12]([C:4]1[C:5]2[N:6]([N:9]=[CH:10][N:11]=2)[CH:7]=[N:8][C:3]=1[CH2:2][N:15]1[CH:19]=[CH:18][N:17]=[C:16]1[C:20]1[N:25]=[C:24]([C:26]#[N:27])[CH:23]=[CH:22][CH:21]=1)[CH2:13][CH3:14]. (2) Given the reactants [CH2:1]([O:8][N:9]([C:21](=[O:28])[CH2:22][C:23]([O:25][CH2:26][CH3:27])=[O:24])[C:10]1[N:20]=[CH:19][CH:18]=[CH:17][C:11]=1[C:12]([O:14]CC)=O)[C:2]1[CH:7]=[CH:6][CH:5]=[CH:4][CH:3]=1.[O-]CC.[Na+], predict the reaction product. The product is: [CH2:1]([O:8][N:9]1[C:10]2[C:11](=[CH:17][CH:18]=[CH:19][N:20]=2)[C:12]([OH:14])=[C:22]([C:23]([O:25][CH2:26][CH3:27])=[O:24])[C:21]1=[O:28])[C:2]1[CH:7]=[CH:6][CH:5]=[CH:4][CH:3]=1. (3) Given the reactants CCN([CH:7]([CH3:9])C)C(C)C.C1C=CC2N([OH:19])N=NC=2C=1.[OH:20][C:21]1[CH:30]=[C:29]2[C:24]([C:25](CC(O)=O)=[CH:26][C:27](=[O:31])[O:28]2)=[CH:23][CH:22]=1.[C:36]([NH:39][CH2:40][CH2:41][CH2:42][CH2:43][NH:44][C:45](=[O:60])[C@H:46]([CH2:56][CH:57]([CH3:59])[CH3:58])[NH:47][C:48](=[O:55])[C@@H:49]([CH2:51][CH:52]([CH3:54])[CH3:53])[NH2:50])(=[NH:38])[NH2:37].CN(C(ON1N=NC2C=CC=CC1=2)=[N+](C)C)C.[B-](F)(F)(F)F, predict the reaction product. The product is: [C:36]([NH:39][CH2:40][CH2:41][CH2:42][CH2:43][NH:44][C:45](=[O:60])[C@H:46]([CH2:56][CH:57]([CH3:59])[CH3:58])[NH:47][C:48](=[O:55])[C@@H:49]([CH2:51][C:52]([C:7](=[O:19])[CH2:9][C:26]1[C:27](=[O:31])[O:28][C:29]2[C:24]([CH:25]=1)=[CH:23][CH:22]=[C:21]([OH:20])[CH:30]=2)([CH3:54])[CH3:53])[NH2:50])(=[NH:37])[NH2:38]. (4) Given the reactants [CH2:1]([NH:3][C:4]([NH:6][C:7]1[CH:12]=[CH:11][C:10]([C:13]2[N:14]=[C:15]([N:23]3[CH2:28][CH2:27][O:26][CH2:25][CH2:24]3)[C:16]3[CH2:22][CH2:21][NH:20][CH2:19][C:17]=3[N:18]=2)=[CH:9][CH:8]=1)=[O:5])[CH3:2].[C:29](Cl)(=[O:34])[C:30]([CH3:33])([CH3:32])[CH3:31], predict the reaction product. The product is: [CH2:1]([NH:3][C:4]([NH:6][C:7]1[CH:8]=[CH:9][C:10]([C:13]2[N:14]=[C:15]([N:23]3[CH2:24][CH2:25][O:26][CH2:27][CH2:28]3)[C:16]3[CH2:22][CH2:21][N:20]([C:29](=[O:34])[C:30]([CH3:33])([CH3:32])[CH3:31])[CH2:19][C:17]=3[N:18]=2)=[CH:11][CH:12]=1)=[O:5])[CH3:2]. (5) Given the reactants [NH2:1][C:2]1[CH:7]=[C:6]([C:8]2[N:9]=[C:10]([N:21]3[CH2:26][CH2:25][N:24]([C:27]([O:29][CH2:30][C:31]4[CH:36]=[CH:35][CH:34]=[CH:33][CH:32]=4)=[O:28])[CH2:23][CH2:22]3)[C:11]3[C:17]([CH:18]4[CH2:20][CH2:19]4)=[CH:16][N:15]=[CH:14][C:12]=3[N:13]=2)[CH:5]=[CH:4][N:3]=1.Br[C:38]1[CH:43]=[CH:42][C:41]([CH:44]2[CH2:47][O:46][CH2:45]2)=[CH:40][CH:39]=1.CC1(C)C2C(=C(P(C3C=CC=CC=3)C3C=CC=CC=3)C=CC=2)OC2C(P(C3C=CC=CC=3)C3C=CC=CC=3)=CC=CC1=2.C(=O)([O-])[O-].[Cs+].[Cs+], predict the reaction product. The product is: [CH:18]1([C:17]2[C:11]3[C:10]([N:21]4[CH2:26][CH2:25][N:24]([C:27]([O:29][CH2:30][C:31]5[CH:36]=[CH:35][CH:34]=[CH:33][CH:32]=5)=[O:28])[CH2:23][CH2:22]4)=[N:9][C:8]([C:6]4[CH:5]=[CH:4][N:3]=[C:2]([NH:1][C:38]5[CH:43]=[CH:42][C:41]([CH:44]6[CH2:47][O:46][CH2:45]6)=[CH:40][CH:39]=5)[CH:7]=4)=[N:13][C:12]=3[CH:14]=[N:15][CH:16]=2)[CH2:19][CH2:20]1. (6) Given the reactants [C:1]1([C:11]([C:17]2[CH:22]=[CH:21][CH:20]=[CH:19][CH:18]=2)([O:15][CH3:16])C2CO2)[C:10]2[C:5](=[CH:6][CH:7]=[CH:8][CH:9]=2)[CH:4]=[CH:3][CH:2]=1.[CH3:23][O:24][C:25]1[CH:26]=[C:27]([N:31]2[CH2:36][CH2:35][NH:34][CH2:33][CH2:32]2)[CH:28]=[CH:29][CH:30]=1.[CH3:37][CH:38]([OH:40])C, predict the reaction product. The product is: [CH3:23][O:24][C:25]1[CH:26]=[C:27]([N:31]2[CH2:36][CH2:35][N:34]([CH2:37][CH:38]([OH:40])[CH2:16][O:15][CH:11]([C:1]3[C:10]4[C:5](=[CH:6][CH:7]=[CH:8][CH:9]=4)[CH:4]=[CH:3][CH:2]=3)[C:17]3[CH:18]=[CH:19][CH:20]=[CH:21][CH:22]=3)[CH2:33][CH2:32]2)[CH:28]=[CH:29][CH:30]=1.